From a dataset of Reaction yield outcomes from USPTO patents with 853,638 reactions. Predict the reaction yield, written as a fraction of the theoretical maximum amount of product (1.0 means a 100% yield; for example, 0.34 means a 34% yield). The reactants are [C:1]([O:5][C:6](=[O:19])[NH:7][C:8]1[CH:13]=[C:12]([CH3:14])[C:11]([C:15]#[N:16])=[C:10]([O:17][CH3:18])[N:9]=1)([CH3:4])([CH3:3])[CH3:2]. The catalyst is CC(O)=O.C(O)C.[Ni]. The product is [C:1]([O:5][C:6](=[O:19])[NH:7][C:8]1[CH:13]=[C:12]([CH3:14])[C:11]([CH2:15][NH2:16])=[C:10]([O:17][CH3:18])[N:9]=1)([CH3:3])([CH3:4])[CH3:2]. The yield is 0.689.